From a dataset of Peptide-MHC class II binding affinity with 134,281 pairs from IEDB. Regression. Given a peptide amino acid sequence and an MHC pseudo amino acid sequence, predict their binding affinity value. This is MHC class II binding data. (1) The peptide sequence is DLVANQPNLKALREK. The MHC is HLA-DQA10104-DQB10503 with pseudo-sequence HLA-DQA10104-DQB10503. The binding affinity (normalized) is 0.0516. (2) The peptide sequence is CKYGSLKPNCGNKVV. The MHC is DRB1_0101 with pseudo-sequence DRB1_0101. The binding affinity (normalized) is 0.595. (3) The MHC is DRB1_0802 with pseudo-sequence DRB1_0802. The binding affinity (normalized) is 0.201. The peptide sequence is KKSGITEVDRTEAKEGL. (4) The peptide sequence is EAAAIFMTATPPGTA. The MHC is DRB1_1101 with pseudo-sequence DRB1_1101. The binding affinity (normalized) is 0.581. (5) The peptide sequence is FLLSYGEKDFEDYRF. The MHC is DRB4_0101 with pseudo-sequence DRB4_0103. The binding affinity (normalized) is 0. (6) The peptide sequence is GELQIVDKIDAHFKI. The MHC is DRB1_1101 with pseudo-sequence DRB1_1101. The binding affinity (normalized) is 0.657.